This data is from Catalyst prediction with 721,799 reactions and 888 catalyst types from USPTO. The task is: Predict which catalyst facilitates the given reaction. Reactant: CO.[H-].[Na+].[F:5][C:6]1[CH:13]=[CH:12][C:9]([CH:10]=O)=[CH:8][CH:7]=1.C[O:15][C:16](=[O:24])[CH:17]([CH3:23])[CH2:18][C:19]([O:21][CH3:22])=[O:20]. Product: [CH3:22][O:21][C:19](=[O:20])[C:18](=[CH:10][C:9]1[CH:12]=[CH:13][C:6]([F:5])=[CH:7][CH:8]=1)[CH:17]([CH3:23])[C:16]([OH:24])=[O:15]. The catalyst class is: 11.